Dataset: Peptide-MHC class I binding affinity with 185,985 pairs from IEDB/IMGT. Task: Regression. Given a peptide amino acid sequence and an MHC pseudo amino acid sequence, predict their binding affinity value. This is MHC class I binding data. (1) The peptide sequence is VHSNLTETF. The MHC is Mamu-B17 with pseudo-sequence Mamu-B17. The binding affinity (normalized) is 0.625. (2) The binding affinity (normalized) is 0.287. The MHC is HLA-A11:01 with pseudo-sequence HLA-A11:01. The peptide sequence is STQQNKLVIR. (3) The peptide sequence is ATKRYPGVMY. The MHC is HLA-A33:01 with pseudo-sequence HLA-A33:01. The binding affinity (normalized) is 0.